From a dataset of Full USPTO retrosynthesis dataset with 1.9M reactions from patents (1976-2016). Predict the reactants needed to synthesize the given product. (1) Given the product [CH3:16][O:15][S:12]([O-:17])(=[O:14])=[O:13].[CH2:1]([N:3]([C:4]([NH+:6]1[CH:10]=[CH:9][N:8]([CH3:16])[CH2:7]1)=[O:5])[CH3:11])[CH3:2], predict the reactants needed to synthesize it. The reactants are: [CH2:1]([N:3]([CH3:11])[C:4]([N:6]1[CH:10]=[CH:9][N:8]=[CH:7]1)=[O:5])[CH3:2].[S:12]([O:17]C)([O:15][CH3:16])(=[O:14])=[O:13]. (2) Given the product [CH3:1][O:2][C:3]1[CH:27]=[CH:26][C:6]([O:7][C:8]2[CH:13]=[C:12]([O:14][C:15]3[CH:20]=[CH:19][C:18]([O:21][CH3:22])=[CH:17][CH:16]=3)[CH:11]=[CH:10][C:9]=2[NH2:23])=[CH:5][CH:4]=1, predict the reactants needed to synthesize it. The reactants are: [CH3:1][O:2][C:3]1[CH:27]=[CH:26][C:6]([O:7][C:8]2[CH:13]=[C:12]([O:14][C:15]3[CH:20]=[CH:19][C:18]([O:21][CH3:22])=[CH:17][CH:16]=3)[CH:11]=[CH:10][C:9]=2[N+:23]([O-])=O)=[CH:5][CH:4]=1. (3) Given the product [CH3:7][CH2:6][CH2:5][CH:1]([CH3:3])[CH3:2].[C:1]([C:5]1[O:9][N:8]=[C:7]([NH:10][C:25]([NH:21][C:22]2[CH:23]=[CH:24][CH:32]=[C:31]([C:29]#[CH:30])[CH:37]=2)=[O:26])[CH:6]=1)([CH3:4])([CH3:3])[CH3:2], predict the reactants needed to synthesize it. The reactants are: [C:1]([C:5]1[O:9][N:8]=[C:7]([NH2:10])[CH:6]=1)([CH3:4])([CH3:3])[CH3:2].C(=O)(O[N:21]1[C:25](=[O:26])[CH2:24][CH2:23][C:22]1=O)O[N:21]1[C:22](=O)[CH2:23][CH2:24][C:25]1=[O:26].[C:29]([C:31]1[CH:32]=C(C=C[CH:37]=1)N)#[CH:30]. (4) Given the product [C:14]([O:13][C:12]([NH:11][CH:4]1[C:5]2[C:10](=[CH:9][CH:8]=[CH:7][CH:6]=2)[N:1]([C:25]([O:26][CH2:27][CH3:28])=[O:29])[CH2:2][CH2:3]1)=[O:18])([CH3:15])([CH3:17])[CH3:16], predict the reactants needed to synthesize it. The reactants are: [NH:1]1[C:10]2[C:5](=[CH:6][CH:7]=[CH:8][CH:9]=2)[CH:4]([NH:11][C:12](=[O:18])[O:13][C:14]([CH3:17])([CH3:16])[CH3:15])[CH2:3][CH2:2]1.C([O-])([O-])=O.[Na+].[Na+].[C:25](Cl)(=[O:29])[O:26][CH2:27][CH3:28]. (5) Given the product [CH3:1][O:2][C:3]1[CH:34]=[CH:33][C:6]([CH2:7][O:8][C:9]2[CH:10]=[CH:11][C:12]([CH:15]([C:29]3[CH:36]=[CH:35][O:32][N:30]=3)[CH2:16][C:17]([O:19][CH2:20][C:21]3[CH:26]=[CH:25][C:24]([O:27][CH3:28])=[CH:23][CH:22]=3)=[O:18])=[CH:13][CH:14]=2)=[CH:5][CH:4]=1, predict the reactants needed to synthesize it. The reactants are: [CH3:1][O:2][C:3]1[CH:34]=[CH:33][C:6]([CH2:7][O:8][C:9]2[CH:14]=[CH:13][C:12]([CH:15]([CH2:29][N+:30]([O-:32])=O)[CH2:16][C:17]([O:19][CH2:20][C:21]3[CH:26]=[CH:25][C:24]([O:27][CH3:28])=[CH:23][CH:22]=3)=[O:18])=[CH:11][CH:10]=2)=[CH:5][CH:4]=1.[CH:35](Br)=[CH2:36].C1(N=C=O)C=CC(N=C=O)=CC=1. (6) Given the product [CH3:41][NH:42][C:43]([NH:11][C:12]1[C:21]2[C:16](=[CH:17][CH:18]=[CH:19][CH:20]=2)[C:15]([C:22]([NH:24][C:25]2[C:26]([C:31]([NH:33][CH2:34][CH:35]3[CH2:40][CH2:39][O:38][CH2:37][CH2:36]3)=[O:32])=[N:27][CH:28]=[CH:29][CH:30]=2)=[O:23])=[CH:14][CH:13]=1)=[O:44], predict the reactants needed to synthesize it. The reactants are: CCN(C(C)C)C(C)C.Cl.[NH2:11][C:12]1[C:21]2[C:16](=[CH:17][CH:18]=[CH:19][CH:20]=2)[C:15]([C:22]([NH:24][C:25]2[C:26]([C:31]([NH:33][CH2:34][CH:35]3[CH2:40][CH2:39][O:38][CH2:37][CH2:36]3)=[O:32])=[N:27][CH:28]=[CH:29][CH:30]=2)=[O:23])=[CH:14][CH:13]=1.[CH3:41][N:42]=[C:43]=[O:44].